This data is from Forward reaction prediction with 1.9M reactions from USPTO patents (1976-2016). The task is: Predict the product of the given reaction. (1) Given the reactants CC([N:5]([C@@H:9]([CH3:31])[C:10]([NH:12][C@@H:13]([C@@H:27]([CH3:30])[CH2:28][CH3:29])/[CH:14]=[CH:15]/[C:16]([N:18]1[CH2:26][C:25]2[C:20](=[CH:21][CH:22]=[CH:23][CH:24]=2)[CH2:19]1)=[O:17])=[O:11])C(=O)[O-])(C)C.[C:32]([OH:38])([C:34]([F:37])([F:36])[F:35])=[O:33], predict the reaction product. The product is: [F:35][C:34]([F:37])([F:36])[C:32]([OH:38])=[O:33].[CH2:19]1[C:20]2[C:25](=[CH:24][CH:23]=[CH:22][CH:21]=2)[CH2:26][N:18]1[C:16](=[O:17])/[CH:15]=[CH:14]/[C@@H:13]([NH:12][C:10](=[O:11])[C@H:9]([CH3:31])[NH2:5])[C@@H:27]([CH3:30])[CH2:28][CH3:29]. (2) Given the reactants [Br:1][C:2]1[CH:3]=[C:4]([CH:12]=[C:13](/[CH:15]=[N:16]/[OH:17])[CH:14]=1)[C:5]([O:7][C:8]([CH3:11])([CH3:10])[CH3:9])=[O:6].ClN1C(=O)CCC1=O.[CH2:26]=[C:27]1[CH2:30][CH2:29][CH2:28]1.C(N(CC)CC)C.C([O-])(O)=O.[Na+], predict the reaction product. The product is: [Br:1][C:2]1[CH:3]=[C:4]([CH:12]=[C:13]([C:15]2[CH2:26][C:27]3([CH2:30][CH2:29][CH2:28]3)[O:17][N:16]=2)[CH:14]=1)[C:5]([O:7][C:8]([CH3:11])([CH3:10])[CH3:9])=[O:6]. (3) Given the reactants Cl.[F:2][C:3]1([F:14])[CH2:7][NH:6][C@@H:5]([CH:8]([CH3:13])[CH2:9][C:10]([OH:12])=[O:11])[CH2:4]1.[Br:15][C:16]1[CH:21]=[C:20]([F:22])[CH:19]=[CH:18][C:17]=1[C@H:23]1[C:28]([C:29]([O:31][CH2:32][CH3:33])=[O:30])=[C:27]([CH2:34]Br)[NH:26][C:25]([C:36]2[S:37][CH:38]=[CH:39][N:40]=2)=[N:24]1.C(=O)([O-])[O-].[K+].[K+], predict the reaction product. The product is: [Br:15][C:16]1[CH:21]=[C:20]([F:22])[CH:19]=[CH:18][C:17]=1[C@@H:23]1[N:24]=[C:25]([C:36]2[S:37][CH:38]=[CH:39][N:40]=2)[NH:26][C:27]([CH2:34][N:6]2[CH2:7][C:3]([F:2])([F:14])[CH2:4][C@@H:5]2[CH:8]([CH3:13])[CH2:9][C:10]([OH:12])=[O:11])=[C:28]1[C:29]([O:31][CH2:32][CH3:33])=[O:30].